From a dataset of Forward reaction prediction with 1.9M reactions from USPTO patents (1976-2016). Predict the product of the given reaction. (1) Given the reactants [CH2:1]([N:8]1C[C@@H]2[C@H]([NH:8][CH2:1][C:2]3[C:7](C)=[CH:6][CH:5]=[CH:4][C:3]=32)C1)[C:2]1[CH:7]=[CH:6][CH:5]=[CH:4][CH:3]=1.C(N(CC)CC)C.C(Cl)(=[O:36])C1C=CC=CC=1, predict the reaction product. The product is: [C:1]([NH2:8])(=[O:36])[C:2]1[CH:7]=[CH:6][CH:5]=[CH:4][CH:3]=1. (2) Given the reactants [CH3:1][O:2][C:3]1[CH:4]=[C:5]2[C:10](=[CH:11][CH:12]=1)[CH:9]=[C:8]([C:13]1[C:21]3[C:16](=[CH:17][CH:18]=[C:19]([C:22]#[N:23])[CH:20]=3)[NH:15][N:14]=1)[CH:7]=[CH:6]2.[OH:24]O.[OH-].[Na+].Cl, predict the reaction product. The product is: [CH3:1][O:2][C:3]1[CH:4]=[C:5]2[C:10](=[CH:11][CH:12]=1)[CH:9]=[C:8]([C:13]1[C:21]3[C:16](=[CH:17][CH:18]=[C:19]([C:22]([NH2:23])=[O:24])[CH:20]=3)[NH:15][N:14]=1)[CH:7]=[CH:6]2. (3) Given the reactants [Cl:1][C:2]1[C:3]2[C:10](Br)=[CH:9][NH:8][C:4]=2[N:5]=[CH:6][N:7]=1.[Li]CCCC.C1C=CC(S(N(S(C2C=CC=CC=2)(=O)=O)[F:27])(=O)=O)=CC=1, predict the reaction product. The product is: [Cl:1][C:2]1[C:3]2[C:10]([F:27])=[CH:9][NH:8][C:4]=2[N:5]=[CH:6][N:7]=1. (4) Given the reactants [Cl:1][C:2]1[CH:3]=[C:4](OS(C(F)(F)F)(=O)=O)[CH:5]=[C:6]([Cl:31])[C:7]=1[CH2:8][C@@H:9]1[CH2:13][CH2:12][N:11]([C@H:14]2[CH2:22][CH2:21][C:20]3[C:16](=[CH:17][N:18](S(C(F)(F)F)(=O)=O)[N:19]=3)[CH2:15]2)[C:10]1=[O:30].Cl.[F:41][C:42]1([F:48])CCNCC1.[CH2:49]([N:51]([CH2:54][CH3:55])[CH2:52][CH3:53])C.[C]=[O:57], predict the reaction product. The product is: [Cl:31][C:6]1[CH:5]=[C:4]([C:49]([N:51]2[CH2:54][CH2:55][C:42]([F:48])([F:41])[CH2:53][CH2:52]2)=[O:57])[CH:3]=[C:2]([Cl:1])[C:7]=1[CH2:8][C@@H:9]1[CH2:13][CH2:12][N:11]([C@H:14]2[CH2:22][CH2:21][C:20]3[C:16](=[CH:17][NH:18][N:19]=3)[CH2:15]2)[C:10]1=[O:30].